This data is from Peptide-MHC class I binding affinity with 185,985 pairs from IEDB/IMGT. The task is: Regression. Given a peptide amino acid sequence and an MHC pseudo amino acid sequence, predict their binding affinity value. This is MHC class I binding data. The peptide sequence is SIINFEKL. The MHC is H-2-Ld with pseudo-sequence H-2-Ld. The binding affinity (normalized) is 0.00893.